Dataset: Catalyst prediction with 721,799 reactions and 888 catalyst types from USPTO. Task: Predict which catalyst facilitates the given reaction. (1) Reactant: [C:1]([Si:5]([O:18][CH2:19][C:20]1([CH:23]=[C:24](Br)Br)[CH2:22][CH2:21]1)([C:12]1[CH:17]=[CH:16][CH:15]=[CH:14][CH:13]=1)[C:6]1[CH:11]=[CH:10][CH:9]=[CH:8][CH:7]=1)([CH3:4])([CH3:3])[CH3:2].C([Li])CCC.[Cl-].[NH4+].O. Product: [C:1]([Si:5]([O:18][CH2:19][C:20]1([C:23]#[CH:24])[CH2:22][CH2:21]1)([C:12]1[CH:17]=[CH:16][CH:15]=[CH:14][CH:13]=1)[C:6]1[CH:11]=[CH:10][CH:9]=[CH:8][CH:7]=1)([CH3:4])([CH3:3])[CH3:2]. The catalyst class is: 7. (2) Reactant: [Cl:1][C:2]1[C:8]([O:9][C:10]2[CH:15]=[CH:14][C:13]([F:16])=[CH:12][C:11]=2[F:17])=[CH:7][C:5]([NH2:6])=[C:4]([N+:18]([O-])=O)[CH:3]=1.Cl. Product: [Cl:1][C:2]1[CH:3]=[C:4]([NH2:18])[C:5]([NH2:6])=[CH:7][C:8]=1[O:9][C:10]1[CH:15]=[CH:14][C:13]([F:16])=[CH:12][C:11]=1[F:17]. The catalyst class is: 490. (3) Reactant: [CH3:1][N:2]1[CH2:7][CH2:6][C:5](=O)[CH2:4][CH2:3]1.[CH3:9][O:10][C:11]1[CH:16]=[C:15]([O:17][CH3:18])[CH:14]=[C:13]([O:19][CH3:20])[CH:12]=1. Product: [CH3:1][N:2]1[CH2:7][CH:6]=[C:5]([C:12]2[C:13]([O:19][CH3:20])=[CH:14][C:15]([O:17][CH3:18])=[CH:16][C:11]=2[O:10][CH3:9])[CH2:4][CH2:3]1. The catalyst class is: 15. (4) Reactant: [O:1]([C:8]1[C:9]([NH:21][C:22]2[S:26][N:25]=[C:24]([CH:27]3[CH2:32][CH2:31][N:30]([S:33]([CH2:36][CH2:37][N:38]4C(=O)C5C(=CC=CC=5)C4=O)(=[O:35])=[O:34])[CH2:29][CH2:28]3)[N:23]=2)=[N:10][CH:11]=[C:12]([S:14][C:15]2[CH:20]=[CH:19][CH:18]=[CH:17][N:16]=2)[CH:13]=1)[C:2]1[CH:7]=[CH:6][CH:5]=[CH:4][CH:3]=1.O.NN. Product: [NH2:38][CH2:37][CH2:36][S:33]([N:30]1[CH2:29][CH2:28][CH:27]([C:24]2[N:23]=[C:22]([NH:21][C:9]3[C:8]([O:1][C:2]4[CH:7]=[CH:6][CH:5]=[CH:4][CH:3]=4)=[CH:13][C:12]([S:14][C:15]4[CH:20]=[CH:19][CH:18]=[CH:17][N:16]=4)=[CH:11][N:10]=3)[S:26][N:25]=2)[CH2:32][CH2:31]1)(=[O:35])=[O:34]. The catalyst class is: 14. (5) Reactant: Cl.[Cl:2][C:3]1[CH:8]=[CH:7][C:6]([C:9]2[S:10][CH:11]=[C:12]([CH2:14][NH2:15])[N:13]=2)=[CH:5][CH:4]=1.[F:16][C:17]([F:32])([F:31])[C:18]1[CH:19]=[C:20]([CH:24]=[C:25]([C:27]([F:30])([F:29])[F:28])[CH:26]=1)[C:21](Cl)=[O:22].C(N(CC)CC)C. Product: [Cl:2][C:3]1[CH:4]=[CH:5][C:6]([C:9]2[S:10][CH:11]=[C:12]([CH2:14][NH:15][C:21](=[O:22])[C:20]3[CH:24]=[C:25]([C:27]([F:28])([F:29])[F:30])[CH:26]=[C:18]([C:17]([F:16])([F:31])[F:32])[CH:19]=3)[N:13]=2)=[CH:7][CH:8]=1. The catalyst class is: 4. (6) Reactant: [Br:1][C:2]1[CH:18]=[CH:17][C:5]([NH:6][CH2:7][CH:8]([OH:16])[CH2:9][C:10]2[CH:15]=[CH:14][CH:13]=[CH:12][CH:11]=2)=[CH:4][CH:3]=1.C(N(CC)C(C)C)(C)C.Cl[C:29](Cl)([O:31]C(=O)OC(Cl)(Cl)Cl)Cl. Product: [CH2:9]([CH:8]1[O:16][C:29](=[O:31])[N:6]([C:5]2[CH:4]=[CH:3][C:2]([Br:1])=[CH:18][CH:17]=2)[CH2:7]1)[C:10]1[CH:15]=[CH:14][CH:13]=[CH:12][CH:11]=1. The catalyst class is: 4. (7) Reactant: [NH2:1][C:2]1[CH:7]=[CH:6][NH:5][C:4](=[O:8])[CH:3]=1.[H-].[Na+].Br[CH2:12][CH2:13][O:14][Si:15]([C:18]([CH3:21])([CH3:20])[CH3:19])([CH3:17])[CH3:16].O. Product: [NH2:1][C:2]1[CH:7]=[CH:6][N:5]([CH2:12][CH2:13][O:14][Si:15]([C:18]([CH3:21])([CH3:20])[CH3:19])([CH3:17])[CH3:16])[C:4](=[O:8])[CH:3]=1. The catalyst class is: 3. (8) Product: [Cl:27][C:26]([Cl:29])([Cl:28])[CH2:25][O:24][C:22]([NH:1][CH:2]1[CH2:7][CH2:6][CH2:5][N:4]([C:8]([O:10][C:11]([CH3:14])([CH3:13])[CH3:12])=[O:9])[CH2:3]1)=[O:23]. The catalyst class is: 7. Reactant: [NH2:1][CH:2]1[CH2:7][CH2:6][CH2:5][N:4]([C:8]([O:10][C:11]([CH3:14])([CH3:13])[CH3:12])=[O:9])[CH2:3]1.N1C=CC=CC=1.Cl[C:22]([O:24][CH2:25][C:26]([Cl:29])([Cl:28])[Cl:27])=[O:23].O.